From a dataset of Peptide-MHC class I binding affinity with 185,985 pairs from IEDB/IMGT. Regression. Given a peptide amino acid sequence and an MHC pseudo amino acid sequence, predict their binding affinity value. This is MHC class I binding data. (1) The peptide sequence is QAKKPEVRI. The MHC is HLA-A68:02 with pseudo-sequence HLA-A68:02. The binding affinity (normalized) is 0. (2) The peptide sequence is WRQWIPAGI. The MHC is HLA-B15:01 with pseudo-sequence HLA-B15:01. The binding affinity (normalized) is 0.0847. (3) The peptide sequence is LLIDDSFSS. The MHC is HLA-B15:01 with pseudo-sequence HLA-B15:01. The binding affinity (normalized) is 0.303. (4) The peptide sequence is RRTPRVSWK. The MHC is HLA-B58:01 with pseudo-sequence HLA-B58:01. The binding affinity (normalized) is 0.0847. (5) The peptide sequence is STFDLYVYR. The MHC is HLA-B45:06 with pseudo-sequence HLA-B45:06. The binding affinity (normalized) is 0.213. (6) The peptide sequence is CWFANTNLI. The MHC is HLA-A23:01 with pseudo-sequence HLA-A23:01. The binding affinity (normalized) is 0.723. (7) The peptide sequence is ICDDVLSKY. The MHC is HLA-A03:01 with pseudo-sequence HLA-A03:01. The binding affinity (normalized) is 0.0847. (8) The peptide sequence is KLLSTSNVI. The MHC is HLA-A02:02 with pseudo-sequence HLA-A02:02. The binding affinity (normalized) is 0.363. (9) The peptide sequence is WSMIWPQSD. The MHC is HLA-B08:01 with pseudo-sequence HLA-B08:01. The binding affinity (normalized) is 0. (10) The peptide sequence is FPASHMATY. The MHC is HLA-A02:01 with pseudo-sequence HLA-A02:01. The binding affinity (normalized) is 0.0847.